Dataset: Reaction yield outcomes from USPTO patents with 853,638 reactions. Task: Predict the reaction yield, written as a fraction of the theoretical maximum amount of product (1.0 means a 100% yield; for example, 0.34 means a 34% yield). (1) The reactants are [Cl:1][C:2]1[CH:7]=[C:6]2[NH:8][C:9](=[O:40])[C:10]3([CH:15]([C:16]4[CH:21]=[C:20]([F:22])[CH:19]=[CH:18][C:17]=4[CH3:23])[CH2:14][C:13](=[O:24])[N:12]([CH2:25][C:26]([O:28]C(C)(C)C)=[O:27])[CH:11]3[C:33]3[CH:38]=[CH:37][CH:36]=[C:35]([Cl:39])[CH:34]=3)[C:5]2=[CH:4][CH:3]=1.COC([Si](C)(C)C)C.FC(F)(F)C(O)=O.CCN(C(C)C)C(C)C. The catalyst is ClCCl. The product is [Cl:1][C:2]1[CH:7]=[C:6]2[NH:8][C:9](=[O:40])[C:10]3([CH:15]([C:16]4[CH:21]=[C:20]([F:22])[CH:19]=[CH:18][C:17]=4[CH3:23])[CH2:14][C:13](=[O:24])[N:12]([CH2:25][C:26]([OH:28])=[O:27])[CH:11]3[C:33]3[CH:38]=[CH:37][CH:36]=[C:35]([Cl:39])[CH:34]=3)[C:5]2=[CH:4][CH:3]=1. The yield is 0.700. (2) The reactants are [CH3:1][CH2:2][CH2:3][CH2:4][CH2:5][CH3:6].[CH2:7]([Li])[CH2:8][CH2:9][CH3:10].[B:12]([O:17]C)(OC)[O:13]C.Cl.[CH2:20]1[CH2:24]O[CH2:22][CH2:21]1. The catalyst is C1(C)C=CC=CC=1. The product is [CH:3]1[C:2]2[C:7]3[C:8](=[C:22]([B:12]([OH:17])[OH:13])[C:21]4[CH:1]=[CH:2][CH:3]=[CH:4][C:20]=4[CH:24]=3)[CH:9]=[CH:10][C:1]=2[CH:6]=[CH:5][CH:4]=1. The yield is 0.790. (3) The reactants are [NH2:1][C:2]1[CH:11]=[C:10]([F:12])[C:9]([CH3:13])=[C:8]2[C:3]=1[C:4](=[O:23])[C:5]([C:18]([O:20]CC)=[O:19])=[CH:6][N:7]2[C@@H:14]1[CH2:16][C@@H:15]1[F:17].O.S(=O)(=O)(O)O. The catalyst is C(O)(=O)C. The product is [NH2:1][C:2]1[CH:11]=[C:10]([F:12])[C:9]([CH3:13])=[C:8]2[C:3]=1[C:4](=[O:23])[C:5]([C:18]([OH:20])=[O:19])=[CH:6][N:7]2[C@@H:14]1[CH2:16][C@@H:15]1[F:17]. The yield is 0.820. (4) The reactants are Cl.[CH2:2]([C:5]1([C:11]([O:13][CH2:14][CH3:15])=[O:12])[CH2:10][CH2:9][NH:8][CH2:7][CH2:6]1)[CH:3]=[CH2:4].CCN(C(C)C)C(C)C.[Br:25][C:26]1[CH:27]=[N:28][C:29](Cl)=[N:30][CH:31]=1.CCCCCC. The catalyst is CCO. The product is [CH2:2]([C:5]1([C:11]([O:13][CH2:14][CH3:15])=[O:12])[CH2:10][CH2:9][N:8]([C:29]2[N:30]=[CH:31][C:26]([Br:25])=[CH:27][N:28]=2)[CH2:7][CH2:6]1)[CH:3]=[CH2:4]. The yield is 0.560. (5) The reactants are [NH2:1][C:2]1[CH:7]=[CH:6][C:5]([C:8]2[O:12][C:11]([CH3:14])([CH3:13])[C:10](=[O:15])[C:9]=2[C:16]2[CH:21]=[CH:20][C:19]([O:22][CH2:23][C:24]3[CH:33]=[CH:32][C:31]4[C:26](=[CH:27][CH:28]=[CH:29][CH:30]=4)[N:25]=3)=[CH:18][CH:17]=2)=[CH:4][CH:3]=1.[CH3:34][S:35](Cl)(=[O:37])=[O:36]. The catalyst is C(Cl)Cl.O. The product is [CH3:14][C:11]1([CH3:13])[O:12][C:8]([C:5]2[CH:6]=[CH:7][C:2]([N:1]([S:35]([CH3:34])(=[O:37])=[O:36])[S:35]([CH3:34])(=[O:37])=[O:36])=[CH:3][CH:4]=2)=[C:9]([C:16]2[CH:21]=[CH:20][C:19]([O:22][CH2:23][C:24]3[CH:33]=[CH:32][C:31]4[C:26](=[CH:27][CH:28]=[CH:29][CH:30]=4)[N:25]=3)=[CH:18][CH:17]=2)[C:10]1=[O:15]. The yield is 0.300.